Dataset: Acute oral toxicity (LD50) regression data from Zhu et al.. Task: Regression/Classification. Given a drug SMILES string, predict its toxicity properties. Task type varies by dataset: regression for continuous values (e.g., LD50, hERG inhibition percentage) or binary classification for toxic/non-toxic outcomes (e.g., AMES mutagenicity, cardiotoxicity, hepatotoxicity). Dataset: ld50_zhu. (1) The rat oral LD50 is 1.99, given as -log10 of the dose in mol/kg body weight (higher means more acutely toxic). The molecule is CC(C)=CC(=O)Nc1ccc(O)cc1. (2) The drug is NC(=O)c1ccccc1Cl. The rat oral LD50 is 2.10, given as -log10 of the dose in mol/kg body weight (higher means more acutely toxic). (3) The molecule is CC1(C)C(C(=O)OC(C#N)c2cccc(Oc3ccccc3)c2)C1C(Br)C(Br)(Br)Br. The rat oral LD50 is 3.83, given as -log10 of the dose in mol/kg body weight (higher means more acutely toxic). (4) The compound is c1ccc(C(c2ccccc2)(c2ccccc2)N2CCOCC2)cc1. The rat oral LD50 is 3.60, given as -log10 of the dose in mol/kg body weight (higher means more acutely toxic). (5) The rat oral LD50 is 2.52, given as -log10 of the dose in mol/kg body weight (higher means more acutely toxic). The compound is CN(C)C(=O)Nc1cc(C(C)(C)C)on1. (6) The molecule is CCOc1c(N2CCOCC2)cnn(C)c1=O. The rat oral LD50 is 2.10, given as -log10 of the dose in mol/kg body weight (higher means more acutely toxic).